From a dataset of NCI-60 drug combinations with 297,098 pairs across 59 cell lines. Regression. Given two drug SMILES strings and cell line genomic features, predict the synergy score measuring deviation from expected non-interaction effect. (1) Drug 1: CC1=C2C(C(=O)C3(C(CC4C(C3C(C(C2(C)C)(CC1OC(=O)C(C(C5=CC=CC=C5)NC(=O)OC(C)(C)C)O)O)OC(=O)C6=CC=CC=C6)(CO4)OC(=O)C)O)C)O. Drug 2: C(CCl)NC(=O)N(CCCl)N=O. Cell line: CAKI-1. Synergy scores: CSS=2.48, Synergy_ZIP=-0.0835, Synergy_Bliss=1.92, Synergy_Loewe=-6.05, Synergy_HSA=-5.19. (2) Drug 1: C1=NC2=C(N1)C(=S)N=C(N2)N. Drug 2: C1C(C(OC1N2C=NC3=C2NC=NCC3O)CO)O. Cell line: SF-268. Synergy scores: CSS=12.8, Synergy_ZIP=-6.96, Synergy_Bliss=-3.07, Synergy_Loewe=-20.6, Synergy_HSA=-4.38. (3) Drug 1: CC1=C(C(CCC1)(C)C)C=CC(=CC=CC(=CC(=O)O)C)C. Drug 2: CC12CCC3C(C1CCC2OP(=O)(O)O)CCC4=C3C=CC(=C4)OC(=O)N(CCCl)CCCl.[Na+]. Cell line: A498. Synergy scores: CSS=4.07, Synergy_ZIP=-2.40, Synergy_Bliss=-5.19, Synergy_Loewe=-3.13, Synergy_HSA=-3.79. (4) Drug 1: CC1=C(N=C(N=C1N)C(CC(=O)N)NCC(C(=O)N)N)C(=O)NC(C(C2=CN=CN2)OC3C(C(C(C(O3)CO)O)O)OC4C(C(C(C(O4)CO)O)OC(=O)N)O)C(=O)NC(C)C(C(C)C(=O)NC(C(C)O)C(=O)NCCC5=NC(=CS5)C6=NC(=CS6)C(=O)NCCC[S+](C)C)O. Drug 2: N.N.Cl[Pt+2]Cl. Cell line: UO-31. Synergy scores: CSS=20.7, Synergy_ZIP=-9.73, Synergy_Bliss=-5.17, Synergy_Loewe=-10.0, Synergy_HSA=0.116. (5) Drug 1: C1CCC(CC1)NC(=O)N(CCCl)N=O. Drug 2: CN(CCCl)CCCl.Cl. Cell line: NCIH23. Synergy scores: CSS=20.5, Synergy_ZIP=-6.81, Synergy_Bliss=2.02, Synergy_Loewe=-6.30, Synergy_HSA=4.92. (6) Drug 1: C1=CC(=CC=C1C#N)C(C2=CC=C(C=C2)C#N)N3C=NC=N3. Synergy scores: CSS=81.0, Synergy_ZIP=24.3, Synergy_Bliss=0.208, Synergy_Loewe=27.1, Synergy_HSA=0.889. Drug 2: C#CCC(CC1=CN=C2C(=N1)C(=NC(=N2)N)N)C3=CC=C(C=C3)C(=O)NC(CCC(=O)O)C(=O)O. Cell line: K-562. (7) Drug 1: CCCS(=O)(=O)NC1=C(C(=C(C=C1)F)C(=O)C2=CNC3=C2C=C(C=N3)C4=CC=C(C=C4)Cl)F. Drug 2: C1=NC(=NC(=O)N1C2C(C(C(O2)CO)O)O)N. Cell line: MDA-MB-231. Synergy scores: CSS=2.63, Synergy_ZIP=-0.00954, Synergy_Bliss=3.06, Synergy_Loewe=-5.81, Synergy_HSA=-0.00687. (8) Drug 1: C1CC(C1)(C(=O)O)C(=O)O.[NH2-].[NH2-].[Pt+2]. Drug 2: CCC1=C2CN3C(=CC4=C(C3=O)COC(=O)C4(CC)O)C2=NC5=C1C=C(C=C5)O. Cell line: SNB-75. Synergy scores: CSS=27.5, Synergy_ZIP=1.51, Synergy_Bliss=6.92, Synergy_Loewe=-28.9, Synergy_HSA=7.59.